Dataset: Reaction yield outcomes from USPTO patents with 853,638 reactions. Task: Predict the reaction yield, written as a fraction of the theoretical maximum amount of product (1.0 means a 100% yield; for example, 0.34 means a 34% yield). (1) The reactants are [F:1][C:2]1[C:3]([N+:16]([O-])=O)=[CH:4][C:5]2[CH:6]=[C:7]3[C:13]([CH3:15])([CH3:14])[CH2:12][CH2:11][N:8]3[C:9]=2[CH:10]=1.C([O-])=O.[NH4+]. The catalyst is C(O)C.[Pd]. The product is [F:1][C:2]1[C:3]([NH2:16])=[CH:4][C:5]2[CH:6]=[C:7]3[C:13]([CH3:14])([CH3:15])[CH2:12][CH2:11][N:8]3[C:9]=2[CH:10]=1. The yield is 0.490. (2) The reactants are [N:1]#[C:2][NH2:3].[N:4]([C:7]1[CH:12]=[CH:11][C:10]([N:13]2[CH2:18][CH2:17][N:16]([CH3:19])[CH2:15][CH2:14]2)=[CH:9][CH:8]=1)=[C:5]=[S:6].[O:20]1[C:24]2[CH:25]=[CH:26][C:27]([C:29](=[O:32])[CH2:30]Br)=[CH:28][C:23]=2[O:22][CH2:21]1. No catalyst specified. The product is [NH2:1][C:2]1[N:3]=[C:5]([NH:4][C:7]2[CH:8]=[CH:9][C:10]([N:13]3[CH2:14][CH2:15][N:16]([CH3:19])[CH2:17][CH2:18]3)=[CH:11][CH:12]=2)[S:6][C:30]=1[C:29]([C:27]1[CH:26]=[CH:25][C:24]2[O:20][CH2:21][O:22][C:23]=2[CH:28]=1)=[O:32]. The yield is 0.750. (3) The product is [NH2:19][C:18]1[N:11]([C:7]2[CH:6]=[C:5]([CH:10]=[CH:9][CH:8]=2)[C:4]([O:3][CH2:1][CH3:2])=[O:13])[N:12]=[C:16]([C:15]([F:22])([F:21])[F:14])[CH:17]=1. The catalyst is C(O)C. The yield is 0.910. The reactants are [CH2:1]([O:3][C:4](=[O:13])[C:5]1[CH:10]=[CH:9][CH:8]=[C:7]([NH:11][NH2:12])[CH:6]=1)[CH3:2].[F:14][C:15]([F:22])([F:21])[C:16](=O)[CH2:17][C:18]#[N:19].Cl. (4) The reactants are [NH2:1][C:2]1[S:3][C:4]2[CH:10]=[C:9]([O:11][C:12]3[CH:13]=[C:14]([NH:19][C:20](=[O:32])[C:21]4[CH:26]=[CH:25][CH:24]=[C:23]([C:27]5([C:30]#[N:31])[CH2:29][CH2:28]5)[CH:22]=4)[CH:15]=[CH:16][C:17]=3[CH3:18])[CH:8]=[CH:7][C:5]=2[N:6]=1.Cl[CH2:34][C:35](Cl)=[O:36].[CH3:38][N:39]1[CH2:44][CH2:43][NH:42][CH2:41][CH2:40]1. No catalyst specified. The product is [C:30]([C:27]1([C:23]2[CH:22]=[C:21]([CH:26]=[CH:25][CH:24]=2)[C:20]([NH:19][C:14]2[CH:15]=[CH:16][C:17]([CH3:18])=[C:12]([O:11][C:9]3[CH:8]=[CH:7][C:5]4[N:6]=[C:2]([NH:1][C:35](=[O:36])[CH2:34][N:42]5[CH2:43][CH2:44][N:39]([CH3:38])[CH2:40][CH2:41]5)[S:3][C:4]=4[CH:10]=3)[CH:13]=2)=[O:32])[CH2:29][CH2:28]1)#[N:31]. The yield is 0.170. (5) The reactants are [Br:1][C:2]1[C:3]([F:13])=[C:4]2[C:9](=[CH:10][CH:11]=1)[N:8]=[C:7](Cl)[N:6]=[CH:5]2.[O:14]1[CH2:19][CH2:18][N:17]([C:20]2[CH:26]=[CH:25][C:23]([NH2:24])=[CH:22][CH:21]=2)[CH2:16][CH2:15]1. The catalyst is C(O)(C)C. The product is [Br:1][C:2]1[C:3]([F:13])=[C:4]2[C:9](=[CH:10][CH:11]=1)[N:8]=[C:7]([NH:24][C:23]1[CH:22]=[CH:21][C:20]([N:17]3[CH2:18][CH2:19][O:14][CH2:15][CH2:16]3)=[CH:26][CH:25]=1)[N:6]=[CH:5]2. The yield is 1.00.